The task is: Predict the reactants needed to synthesize the given product.. This data is from Full USPTO retrosynthesis dataset with 1.9M reactions from patents (1976-2016). (1) Given the product [CH2:2]([N:1]1[C:11]2[C:6](=[CH:7][CH:8]=[CH:9][CH:10]=2)/[C:4](=[N:25]/[NH:24][C:22]([C:12]2[C:21]3[C:16](=[CH:17][CH:18]=[CH:19][CH:20]=3)[CH:15]=[CH:14][CH:13]=2)=[O:23])/[C:2]1=[O:3])[CH2:4][CH2:6][CH2:7][CH2:8][CH3:9], predict the reactants needed to synthesize it. The reactants are: [NH:1]1[C:11]2[C:6](=[CH:7][CH:8]=[CH:9][CH:10]=2)[C:4](=O)[C:2]1=[O:3].[C:12]1([C:22]([NH:24][NH2:25])=[O:23])[C:21]2[C:16](=[CH:17][CH:18]=[CH:19][CH:20]=2)[CH:15]=[CH:14][CH:13]=1. (2) Given the product [CH3:25][S:24][CH2:23][CH2:22][NH:21][C:19]([C:10]1[C:11](=[O:18])[C:12]2[C:17](=[N:16][CH:15]=[CH:14][CH:13]=2)[N:8]([C:4]2[CH:3]=[C:2]([C:27]3[CH:32]=[CH:31][C:30]([CH:33]4[CH2:35][CH:34]4[C:36]([O:38][CH2:39][CH3:40])=[O:37])=[CH:29][CH:28]=3)[CH:7]=[CH:6][CH:5]=2)[CH:9]=1)=[O:20], predict the reactants needed to synthesize it. The reactants are: Br[C:2]1[CH:3]=[C:4]([N:8]2[C:17]3[C:12](=[CH:13][CH:14]=[CH:15][N:16]=3)[C:11](=[O:18])[C:10]([C:19]([NH:21][CH2:22][CH2:23][S:24][CH3:25])=[O:20])=[CH:9]2)[CH:5]=[CH:6][CH:7]=1.Br[C:27]1[CH:32]=[CH:31][C:30]([C@@H:33]2[CH2:35][C@H:34]2[C:36]([O:38][CH2:39][CH3:40])=[O:37])=[CH:29][CH:28]=1.C([O-])([O-])=O.[Na+].[Na+]. (3) Given the product [CH3:1][N:2]1[C:6]([C:7]2([C:8]#[N:9])[CH2:11][CH2:10]2)=[CH:5][CH:4]=[N:3]1, predict the reactants needed to synthesize it. The reactants are: [CH3:1][N:2]1[C:6]([CH2:7][C:8]#[N:9])=[CH:5][CH:4]=[N:3]1.[CH3:10][C:11](C)([O-])C.[K+].BrCCBr.[H-].[Na+]. (4) Given the product [NH2:23][C:17]1[CH:16]=[C:15]([Cl:14])[C:20]([Cl:21])=[CH:19][C:18]=1[NH:22][C:5](=[O:6])[C:4]1[CH:8]=[CH:9][C:10]([C:12]#[N:13])=[CH:11][C:3]=1[O:2][CH3:1], predict the reactants needed to synthesize it. The reactants are: [CH3:1][O:2][C:3]1[CH:11]=[C:10]([C:12]#[N:13])[CH:9]=[CH:8][C:4]=1[C:5](Cl)=[O:6].[Cl:14][C:15]1[C:20]([Cl:21])=[CH:19][C:18]([NH2:22])=[C:17]([NH2:23])[CH:16]=1.C(N(CC)CC)C. (5) Given the product [F:1][C:2]1[C:10]([F:11])=[CH:9][C:8]([I:12])=[CH:7][C:3]=1[C:4]([OH:6])=[O:5], predict the reactants needed to synthesize it. The reactants are: [F:1][C:2]1[C:10]([F:11])=[CH:9][CH:8]=[CH:7][C:3]=1[C:4]([OH:6])=[O:5].[I:12]N1C(=O)CCC1=O.S([O-])([O-])=O.[Na+].[Na+].